Task: Regression. Given two drug SMILES strings and cell line genomic features, predict the synergy score measuring deviation from expected non-interaction effect.. Dataset: Merck oncology drug combination screen with 23,052 pairs across 39 cell lines (1) Drug 1: Cc1nc(Nc2ncc(C(=O)Nc3c(C)cccc3Cl)s2)cc(N2CCN(CCO)CC2)n1. Drug 2: CCC1(O)C(=O)OCc2c1cc1n(c2=O)Cc2cc3c(CN(C)C)c(O)ccc3nc2-1. Cell line: T47D. Synergy scores: synergy=8.72. (2) Cell line: VCAP. Synergy scores: synergy=-14.6. Drug 1: CC1CC2C3CCC4=CC(=O)C=CC4(C)C3(F)C(O)CC2(C)C1(O)C(=O)CO. Drug 2: C#Cc1cccc(Nc2ncnc3cc(OCCOC)c(OCCOC)cc23)c1.